From a dataset of Forward reaction prediction with 1.9M reactions from USPTO patents (1976-2016). Predict the product of the given reaction. (1) Given the reactants [C:1]([C:3]1[CH:4]=[N:5][C:6]2[C:11]([C:12]=1[NH:13][C:14]1[CH:19]=[CH:18][CH:17]=[C:16]3[O:20][CH2:21][O:22][C:15]=13)=[CH:10][C:9]([O:23][CH3:24])=[C:8]([O:25][CH2:26][C@@H:27]1[O:29][CH2:28]1)[CH:7]=2)#[N:2].[NH:30]1[CH2:35][CH2:34][O:33][CH2:32][CH2:31]1, predict the reaction product. The product is: [C:1]([C:3]1[CH:4]=[N:5][C:6]2[C:11]([C:12]=1[NH:13][C:14]1[CH:19]=[CH:18][CH:17]=[C:16]3[O:20][CH2:21][O:22][C:15]=13)=[CH:10][C:9]([O:23][CH3:24])=[C:8]([O:25][CH2:26][C@H:27]([OH:29])[CH2:28][N:30]1[CH2:35][CH2:34][O:33][CH2:32][CH2:31]1)[CH:7]=2)#[N:2]. (2) Given the reactants [CH2:1]([NH:8][S:9]([C:12]1[CH:21]=[CH:20][C:15]([C:16]([O:18][CH3:19])=[O:17])=[CH:14][CH:13]=1)(=[O:11])=[O:10])[C:2]1[CH:7]=[CH:6][CH:5]=[CH:4][CH:3]=1.Cl[C:23]1[CH:28]=[CH:27][CH:26]=[C:25]([C:29]([F:32])([F:31])[F:30])[N:24]=1, predict the reaction product. The product is: [CH2:1]([N:8]([C:23]1[CH:28]=[CH:27][CH:26]=[C:25]([C:29]([F:32])([F:31])[F:30])[N:24]=1)[S:9]([C:12]1[CH:13]=[CH:14][C:15]([C:16]([O:18][CH3:19])=[O:17])=[CH:20][CH:21]=1)(=[O:11])=[O:10])[C:2]1[CH:3]=[CH:4][CH:5]=[CH:6][CH:7]=1. (3) The product is: [CH3:28][CH:27]([CH3:29])[C:24]([C:22]1[CH:21]=[N:20][CH:19]=[C:18]([C:14]2[CH:15]=[N:16][C:17]3[NH:8][CH2:9][CH2:10][CH2:11][C:12]=3[CH:13]=2)[CH:23]=1)([OH:26])[CH3:25]. Given the reactants C(OC([N:8]1[C:17]2[C:12](=[CH:13][C:14]([C:18]3[CH:19]=[N:20][CH:21]=[C:22]([C:24](=[O:26])[CH3:25])[CH:23]=3)=[CH:15][N:16]=2)[CH2:11][CH2:10][CH2:9]1)=O)(C)(C)C.[CH:27]([Mg]Cl)([CH3:29])[CH3:28], predict the reaction product. (4) Given the reactants [Cl:1][C:2]1[CH:7]=[CH:6][C:5]([C:8]2[C:14]3[CH:15]=[C:16]([O:19][CH2:20][C:21](=[O:29])NC4C=CC=CC=4)[CH:17]=[CH:18][C:13]=3[N:12]3[C:30]([CH3:33])=[N:31][N:32]=[C:11]3[C@H:10]([CH2:34][C:35]([NH:37][CH2:38][CH3:39])=[O:36])[N:9]=2)=[CH:4][CH:3]=1.[NH2:40][C:41]1[CH:46]=[CH:45][CH:44]=[C:43]([OH:47])[C:42]=1[OH:48], predict the reaction product. The product is: [Cl:1][C:2]1[CH:3]=[CH:4][C:5]([C:8]2[C:14]3[CH:15]=[C:16]([O:19][CH2:20][C:21]([NH:40][C:41]4[CH:46]=[CH:45][CH:44]=[C:43]([OH:47])[C:42]=4[OH:48])=[O:29])[CH:17]=[CH:18][C:13]=3[N:12]3[C:30]([CH3:33])=[N:31][N:32]=[C:11]3[C@H:10]([CH2:34][C:35]([NH:37][CH2:38][CH3:39])=[O:36])[N:9]=2)=[CH:6][CH:7]=1. (5) Given the reactants [F:1][C:2]([F:15])([F:14])[CH2:3][O:4][C:5]1[CH:13]=[CH:12][C:8]([C:9]([OH:11])=O)=[CH:7][N:6]=1.[Cl:16][C:17]1[CH:24]=[CH:23][C:20]([CH2:21][NH2:22])=[C:19]([S:25]([CH3:28])(=[O:27])=[O:26])[CH:18]=1.ON1C2C=CC=CC=2N=N1.Cl.C(N=C=NCCCN(C)C)C.C(N(C(C)C)CC)(C)C, predict the reaction product. The product is: [Cl:16][C:17]1[CH:24]=[CH:23][C:20]([CH2:21][NH:22][C:9](=[O:11])[C:8]2[CH:12]=[CH:13][C:5]([O:4][CH2:3][C:2]([F:1])([F:15])[F:14])=[N:6][CH:7]=2)=[C:19]([S:25]([CH3:28])(=[O:27])=[O:26])[CH:18]=1. (6) Given the reactants [Cl:1][C:2]1[CH:3]=[C:4]([NH:10][C:11]2[N:16]=[C:15](O)[CH:14]=[C:13]([C:18]3[CH:23]=[CH:22][CH:21]=[CH:20][CH:19]=3)[N:12]=2)[CH:5]=[CH:6][C:7]=1[O:8][CH3:9].O=P(Cl)(Cl)[Cl:26], predict the reaction product. The product is: [Cl:1][C:2]1[CH:3]=[C:4]([NH:10][C:11]2[N:16]=[C:15]([Cl:26])[CH:14]=[C:13]([C:18]3[CH:23]=[CH:22][CH:21]=[CH:20][CH:19]=3)[N:12]=2)[CH:5]=[CH:6][C:7]=1[O:8][CH3:9].